This data is from Full USPTO retrosynthesis dataset with 1.9M reactions from patents (1976-2016). The task is: Predict the reactants needed to synthesize the given product. (1) Given the product [Cl:1][C:2]1[CH:10]=[C:6]([C:7]([NH:19][C@H:20]([C:22]2[CH:34]=[CH:33][C:25]([C:26]([OH:28])=[O:27])=[CH:24][CH:23]=2)[CH3:21])=[O:9])[C:5]([O:11][C:12]2[CH:17]=[CH:16][C:15]([F:18])=[CH:14][CH:13]=2)=[N:4][CH:3]=1, predict the reactants needed to synthesize it. The reactants are: [Cl:1][C:2]1[CH:3]=[N:4][C:5]([O:11][C:12]2[CH:17]=[CH:16][C:15]([F:18])=[CH:14][CH:13]=2)=[C:6]([CH:10]=1)[C:7]([OH:9])=O.[NH2:19][C@H:20]([C:22]1[CH:34]=[CH:33][C:25]([C:26]([O:28]C(C)(C)C)=[O:27])=[CH:24][CH:23]=1)[CH3:21]. (2) Given the product [CH3:4][CH:3]1[C:16]2[C:11](=[CH:12][CH:13]=[CH:14][CH:15]=2)[C:1](=[O:5])[CH2:2]1, predict the reactants needed to synthesize it. The reactants are: [C:1](O)(=[O:5])/[CH:2]=[CH:3]/[CH3:4].[Al+3].[Cl-].[Cl-].[Cl-].[CH:11]1[CH:16]=[CH:15][CH:14]=[CH:13][CH:12]=1. (3) Given the product [NH2:2][CH2:1][CH2:3][CH2:4][CH2:5][O:6][C:7]1[CH:12]=[CH:11][C:10]([CH:13]2[CH2:18][CH2:17][N:16]([C:19]([O:21][C:22]([CH3:24])([CH3:23])[CH3:25])=[O:20])[CH2:15][CH:14]2[O:26][CH2:27][C:28]2[CH:37]=[C:36]3[C:31]([CH2:32][CH2:33][C:34](=[O:43])[N:35]3[CH2:38][CH2:39][CH2:40][O:41][CH3:42])=[CH:30][CH:29]=2)=[CH:9][CH:8]=1, predict the reactants needed to synthesize it. The reactants are: [C:1]([CH2:3][CH2:4][CH2:5][O:6][C:7]1[CH:12]=[CH:11][C:10]([CH:13]2[CH2:18][CH2:17][N:16]([C:19]([O:21][C:22]([CH3:25])([CH3:24])[CH3:23])=[O:20])[CH2:15][CH:14]2[O:26][CH2:27][C:28]2[CH:37]=[C:36]3[C:31]([CH2:32][CH2:33][C:34](=[O:43])[N:35]3[CH2:38][CH2:39][CH2:40][O:41][CH3:42])=[CH:30][CH:29]=2)=[CH:9][CH:8]=1)#[N:2]. (4) Given the product [Br:12][C:8]1[CH:9]=[CH:10][CH:11]=[C:2]2[C:3]=1[C:4](=[O:5])[N:6]([CH3:13])[CH:7]=[N:1]2, predict the reactants needed to synthesize it. The reactants are: [NH2:1][C:2]1[CH:11]=[CH:10][CH:9]=[C:8]([Br:12])[C:3]=1[C:4]([NH:6][CH3:7])=[O:5].[CH:13](OC)(OC)OC.Cl.O1CCOCC1.C(=O)(O)[O-].[Na+]. (5) Given the product [OH:1][CH2:2][CH2:3][NH:4][S:5]([C:8]1[CH:13]=[CH:12][C:11]([N:14]2[CH2:19][CH2:18][CH:17]([NH:21][CH2:22][C@H:23]([OH:24])[C:25]3[CH:26]=[CH:27][C:28]([OH:36])=[C:29]([NH:31][S:32]([CH3:35])(=[O:34])=[O:33])[CH:30]=3)[CH2:16][CH2:15]2)=[CH:10][CH:9]=1)(=[O:7])=[O:6], predict the reactants needed to synthesize it. The reactants are: [OH:1][CH2:2][CH2:3][NH:4][S:5]([C:8]1[CH:13]=[CH:12][C:11]([N:14]2[CH2:19][CH2:18][C:17](=O)[CH2:16][CH2:15]2)=[CH:10][CH:9]=1)(=[O:7])=[O:6].[NH2:21][CH2:22][C@@H:23]([C:25]1[CH:26]=[CH:27][C:28]([OH:36])=[C:29]([NH:31][S:32]([CH3:35])(=[O:34])=[O:33])[CH:30]=1)[OH:24].